From a dataset of Catalyst prediction with 721,799 reactions and 888 catalyst types from USPTO. Predict which catalyst facilitates the given reaction. (1) Reactant: [CH:1]1[C:10]2[C:5](=CC=CC=2)[CH:4]=[CH:3][C:2]=1[C:11]([O:13][CH3:14])=[O:12].[Br:15]N1C(=O)CCC1=O.C(OOC(=O)C1C=CC=CC=1)(=O)C1C=CC=CC=1. Product: [Br:15][CH:14]1[C:1]2[C:2](=[CH:3][CH:4]=[CH:5][CH:10]=2)[C:11](=[O:12])[O:13]1. The catalyst class is: 53. (2) Reactant: [F:1][C:2]([F:7])([F:6])[C:3]([OH:5])=[O:4].[CH:8]12[CH2:17][CH:12]3[CH2:13][CH:14]([CH2:16][CH:10]([CH2:11]3)[CH:9]1[NH:18][C:19]([CH:21]1[CH2:25][CH2:24][CH2:23][NH:22]1)=[O:20])[CH2:15]2.C(N(CC)C(C)C)(C)C.Br[CH2:36][C:37]1[CH:45]=[CH:44][C:40]([C:41]([OH:43])=[O:42])=[CH:39][CH:38]=1.CS(C)=O. Product: [C:3]([OH:5])([C:2]([F:7])([F:6])[F:1])=[O:4].[CH:10]12[CH2:11][CH:12]3[CH2:13][CH:14]([CH2:15][CH:8]([CH2:17]3)[CH:9]1[NH:18][C:19]([CH:21]1[CH2:25][CH2:24][CH2:23][N:22]1[CH2:36][C:37]1[CH:45]=[CH:44][C:40]([C:41]([OH:43])=[O:42])=[CH:39][CH:38]=1)=[O:20])[CH2:16]2. The catalyst class is: 5. (3) Reactant: [I:1][C:2]1[C:3]([CH3:11])=[N:4][CH:5]=[C:6]([N+:8]([O-])=O)[CH:7]=1.C(O)(=O)C.C(=O)([O-])[O-].[K+].[K+]. Product: [I:1][C:2]1[CH:7]=[C:6]([NH2:8])[CH:5]=[N:4][C:3]=1[CH3:11]. The catalyst class is: 693. (4) Reactant: Cl.[CH3:2][O:3][C:4](=[O:13])[C@@H:5]([C:7]1[CH:12]=[CH:11][CH:10]=[CH:9][CH:8]=1)[NH2:6].[C:14](=O)([O-:20])[O:15][C:16]([CH3:19])([CH3:18])[CH3:17].C(=O)([O-])[O:23]C(C)(C)C.C(N(CC)CC)C. Product: [CH3:2][O:3][C:4](=[O:13])[C@H:5]([NH:6][C:14]([O:15][C:16]([CH3:19])([CH3:18])[CH3:17])=[O:20])[C:7]1[CH:12]=[CH:11][C:10]([OH:23])=[CH:9][CH:8]=1. The catalyst class is: 7. (5) Reactant: [Cu][C:2]#[N:3].Br[C:5]1[CH:10]=[CH:9][C:8]([C:11]2[C:12](=[O:20])[NH:13][C:14]3([CH2:19][CH2:18][CH2:17][CH2:16]3)[N:15]=2)=[CH:7][CH:6]=1.O.C(OCC)(=O)C. Product: [O:20]=[C:12]1[NH:13][C:14]2([CH2:16][CH2:17][CH2:18][CH2:19]2)[N:15]=[C:11]1[C:8]1[CH:9]=[CH:10][C:5]([C:2]#[N:3])=[CH:6][CH:7]=1. The catalyst class is: 37.